Dataset: Forward reaction prediction with 1.9M reactions from USPTO patents (1976-2016). Task: Predict the product of the given reaction. (1) Given the reactants Br[C:2]1[CH:10]=[C:9]2[C:5]([C:6]([CH2:18][N:19]3[CH2:22][C:21]([F:24])([F:23])[CH2:20]3)=[N:7][N:8]2[C:11]2[CH:16]=[CH:15][N:14]=[C:13]([NH2:17])[N:12]=2)=[CH:4][CH:3]=1.CC(O)(C#C)C.[CH3:31][C:32]1[O:36][N:35]=[C:34]([C@:37]([OH:41])([C:39]#[CH:40])[CH3:38])[N:33]=1, predict the reaction product. The product is: [NH2:17][C:13]1[N:12]=[C:11]([N:8]2[C:9]3[C:5](=[CH:4][CH:3]=[C:2]([C:40]#[C:39][C@:37]([C:34]4[N:33]=[C:32]([CH3:31])[O:36][N:35]=4)([OH:41])[CH3:38])[CH:10]=3)[C:6]([CH2:18][N:19]3[CH2:22][C:21]([F:24])([F:23])[CH2:20]3)=[N:7]2)[CH:16]=[CH:15][N:14]=1. (2) Given the reactants [CH2:1]([C@H:3]1[O:8][CH2:7][C@@H:6]([C:9]2[CH:14]=[CH:13][CH:12]=[CH:11][CH:10]=2)[NH:5][C:4]1=[O:15])[CH3:2].[C:16](O[C:16]([O:18][C:19]([CH3:22])([CH3:21])[CH3:20])=[O:17])([O:18][C:19]([CH3:22])([CH3:21])[CH3:20])=[O:17], predict the reaction product. The product is: [CH2:1]([C@H:3]1[O:8][CH2:7][C@@H:6]([C:9]2[CH:10]=[CH:11][CH:12]=[CH:13][CH:14]=2)[N:5]([C:16]([O:18][C:19]([CH3:22])([CH3:21])[CH3:20])=[O:17])[C:4]1=[O:15])[CH3:2]. (3) Given the reactants [CH2:1]([N:3]([CH2:6][C:7]1[S:11][C:10]([C:12]2[O:16][N:15]=[C:14]([C:17]3[CH:22]=[CH:21][C:20]([CH2:23][CH2:24][NH2:25])=[CH:19][CH:18]=3)[N:13]=2)=[CH:9][C:8]=1[CH3:26])[CH2:4][CH3:5])[CH3:2].[CH3:27][S:28](Cl)(=[O:30])=[O:29], predict the reaction product. The product is: [CH2:1]([N:3]([CH2:6][C:7]1[S:11][C:10]([C:12]2[O:16][N:15]=[C:14]([C:17]3[CH:18]=[CH:19][C:20]([CH2:23][CH2:24][NH:25][S:28]([CH3:27])(=[O:30])=[O:29])=[CH:21][CH:22]=3)[N:13]=2)=[CH:9][C:8]=1[CH3:26])[CH2:4][CH3:5])[CH3:2]. (4) The product is: [CH:6]([C:9]1[C:17]([CH:23]=[O:24])=[C:12]2[CH:13]=[CH:14][CH:15]=[CH:16][N:11]2[N:10]=1)([CH3:8])[CH3:7]. Given the reactants P(Cl)(Cl)(Cl)=O.[CH:6]([C:9]1[CH:17]=[C:12]2[CH:13]=[CH:14][CH:15]=[CH:16][N:11]2[N:10]=1)([CH3:8])[CH3:7].[OH-].[Na+].CN([CH:23]=[O:24])C, predict the reaction product. (5) Given the reactants [CH2:1]1[C:9]2[CH:8]=[CH:7][N:6]=[C:5]([C:10]([O:12]C)=[O:11])[C:4]=2[CH2:3][O:2]1.[OH-].[Na+].Cl.C(#N)C, predict the reaction product. The product is: [CH2:1]1[C:9]2[CH:8]=[CH:7][N:6]=[C:5]([C:10]([OH:12])=[O:11])[C:4]=2[CH2:3][O:2]1. (6) Given the reactants P(Br)(Br)[Br:2].[F:5][C:6]([F:25])([F:24])[O:7][C:8]1[CH:13]=[CH:12][C:11](/[CH:14]=[CH:15]/[C:16]2[CH:21]=[CH:20][C:19]([CH2:22]O)=[CH:18][CH:17]=2)=[CH:10][CH:9]=1, predict the reaction product. The product is: [Br:2][CH2:22][C:19]1[CH:20]=[CH:21][C:16](/[CH:15]=[CH:14]/[C:11]2[CH:12]=[CH:13][C:8]([O:7][C:6]([F:25])([F:24])[F:5])=[CH:9][CH:10]=2)=[CH:17][CH:18]=1. (7) Given the reactants C[O:2][C:3](=[O:37])[C:4]([NH:7][C:8](=[O:36])[C:9]1[CH:14]=[CH:13][C:12]([C:15]([CH2:33][CH3:34])([C:18]2[CH:23]=[CH:22][C:21]([C:24]#[C:25][C:26]([CH2:30][CH3:31])([OH:29])[CH2:27][CH3:28])=[C:20]([CH3:32])[CH:19]=2)[CH2:16][CH3:17])=[CH:11][C:10]=1[CH3:35])([CH3:6])[CH3:5].[OH-].[Li+], predict the reaction product. The product is: [CH2:16]([C:15]([C:12]1[CH:13]=[CH:14][C:9]([C:8]([NH:7][C:4]([CH3:5])([CH3:6])[C:3]([OH:37])=[O:2])=[O:36])=[C:10]([CH3:35])[CH:11]=1)([C:18]1[CH:23]=[CH:22][C:21]([C:24]#[C:25][C:26]([CH2:27][CH3:28])([OH:29])[CH2:30][CH3:31])=[C:20]([CH3:32])[CH:19]=1)[CH2:33][CH3:34])[CH3:17].